From a dataset of Full USPTO retrosynthesis dataset with 1.9M reactions from patents (1976-2016). Predict the reactants needed to synthesize the given product. (1) Given the product [Cl:1][C:2]1[CH:3]=[C:4]([CH:8]=[C:9]([CH3:11])[N:10]=1)[C:5]([N:14]([CH3:15])[CH3:13])=[O:6], predict the reactants needed to synthesize it. The reactants are: [Cl:1][C:2]1[CH:3]=[C:4]([CH:8]=[C:9]([CH3:11])[N:10]=1)[C:5](O)=[O:6].C[CH2:13][N:14](C(C)C)[CH:15](C)C.CN(C(ON1N=NC2C=CC=CC1=2)=[N+](C)C)C.[B-](F)(F)(F)F.CNC. (2) Given the product [Cl:1][C:2]1[N:7]=[C:6]([Cl:8])[CH:5]=[C:4]([C:9]2[N:13]([CH3:14])[CH:12]=[CH:11][N:10]=2)[N:3]=1, predict the reactants needed to synthesize it. The reactants are: [Cl:1][C:2]1[N:7]=[C:6]([Cl:8])[CH:5]=[C:4]([C:9]2[NH:10][CH:11]=[CH:12][N:13]=2)[N:3]=1.[C:14]([O-])([O-])=O.[K+].[K+].CI. (3) Given the product [CH:16]12[O:19][CH:12]([CH2:18][CH2:17]1)[CH2:13][N:14]([C:6]([C:5]1[CH:9]=[CH:10][C:2]([Br:1])=[CH:3][C:4]=1[CH3:11])=[O:7])[CH2:15]2, predict the reactants needed to synthesize it. The reactants are: [Br:1][C:2]1[CH:10]=[CH:9][C:5]([C:6](Cl)=[O:7])=[C:4]([CH3:11])[CH:3]=1.[C@@H:12]12[O:19][C@@H:16]([CH2:17][CH2:18]1)[CH2:15][NH:14][CH2:13]2.C(N(CC)CC)C. (4) Given the product [C:41]([O:45][C:46](=[O:71])[NH:47][C:48]1[CH:53]=[CH:52][CH:51]=[CH:50][C:49]=1[CH2:54][N:55]1[C:63]2[CH:62]=[C:61]3[NH:64][C:65]([NH:67][C:1]([C:2]4[CH:3]=[N:4][CH:5]=[CH:6][CH:7]=4)=[O:9])=[N:66][C:60]3=[CH:59][C:58]=2[C:57]([CH3:69])([CH3:68])[C:56]1=[O:70])([CH3:44])([CH3:42])[CH3:43], predict the reactants needed to synthesize it. The reactants are: [C:1]([OH:9])(=O)[C:2]1[CH:7]=[CH:6][CH:5]=[N:4][CH:3]=1.CN(C(ON1N=NC2C=CC=CC1=2)=[N+](C)C)C.[B-](F)(F)(F)F.CCN(C(C)C)C(C)C.[C:41]([O:45][C:46](=[O:71])[NH:47][C:48]1[CH:53]=[CH:52][CH:51]=[CH:50][C:49]=1[CH2:54][N:55]1[C:63]2[CH:62]=[C:61]3[NH:64][C:65]([NH2:67])=[N:66][C:60]3=[CH:59][C:58]=2[C:57]([CH3:69])([CH3:68])[C:56]1=[O:70])([CH3:44])([CH3:43])[CH3:42]. (5) Given the product [ClH:30].[NH2:4][C:5]1[C:10](=[O:11])[N:9]([CH2:12][C:13]([NH:15][C@@H:16]([CH:21]([CH3:23])[CH3:22])[C:17]([O:19][CH3:20])=[O:18])=[O:14])[C:8]([C:24]2[CH:25]=[CH:26][CH:27]=[CH:28][CH:29]=2)=[N:7][CH:6]=1, predict the reactants needed to synthesize it. The reactants are: C([NH:4][C:5]1[C:10](=[O:11])[N:9]([CH2:12][C:13]([NH:15][C@@H:16]([CH:21]([CH3:23])[CH3:22])[C:17]([O:19][CH3:20])=[O:18])=[O:14])[C:8]([C:24]2[CH:29]=[CH:28][CH:27]=[CH:26][CH:25]=2)=[N:7][CH:6]=1)(=O)C.[ClH:30]. (6) Given the product [Cl:11][C:3]1[CH:4]=[C:5]([N+:8]([O-:10])=[O:9])[CH:6]=[CH:7][C:2]=1[O:18][CH2:17][C:16]1[CH:19]=[CH:20][C:13]([Cl:12])=[CH:14][CH:15]=1, predict the reactants needed to synthesize it. The reactants are: Cl[C:2]1[CH:7]=[CH:6][C:5]([N+:8]([O-:10])=[O:9])=[CH:4][C:3]=1[Cl:11].[Cl:12][C:13]1[CH:20]=[CH:19][C:16]([CH2:17][OH:18])=[CH:15][CH:14]=1.C(=O)([O-])[O-].[K+].[K+]. (7) Given the product [Cl:59][C:60]1[CH:72]=[CH:71][CH:70]=[CH:69][C:61]=1[O:62][CH:63]1[CH2:68][CH2:67][N:66]([C:24](=[O:26])[CH2:23][NH:22][C:20]([C:17]2[CH:16]=[C:15]([C:10]3[CH:11]=[CH:12][CH:13]=[CH:14][C:9]=3[O:8][CH2:1][C:2]3[CH:7]=[CH:6][CH:5]=[CH:4][CH:3]=3)[O:19][N:18]=2)=[O:21])[CH2:65][CH2:64]1, predict the reactants needed to synthesize it. The reactants are: [CH2:1]([O:8][C:9]1[CH:14]=[CH:13][CH:12]=[CH:11][C:10]=1[C:15]1[O:19][N:18]=[C:17]([C:20]([NH:22][CH2:23][C:24]([OH:26])=O)=[O:21])[CH:16]=1)[C:2]1[CH:7]=[CH:6][CH:5]=[CH:4][CH:3]=1.CCN(C(C)C)C(C)C.C1C=CC2N(O)N=NC=2C=1.CCN=C=NCCCN(C)C.Cl.Cl.[Cl:59][C:60]1[CH:72]=[CH:71][CH:70]=[CH:69][C:61]=1[O:62][CH:63]1[CH2:68][CH2:67][NH:66][CH2:65][CH2:64]1.